From a dataset of Forward reaction prediction with 1.9M reactions from USPTO patents (1976-2016). Predict the product of the given reaction. (1) Given the reactants C(O/[CH:6]=[CH:7]/[C:8]1[C:13]([F:14])=[CH:12][N:11]=[C:10]([Cl:15])[N:9]=1)CCC.BrN1C(=O)CCC1=O.[NH2:24][C:25]1[CH:30]=[CH:29][CH:28]=[CH:27][N:26]=1, predict the reaction product. The product is: [Cl:15][C:10]1[N:9]=[C:8]([C:7]2[N:26]3[CH:27]=[CH:28][CH:29]=[CH:30][C:25]3=[N:24][CH:6]=2)[C:13]([F:14])=[CH:12][N:11]=1. (2) The product is: [OH:37][C:24]1[C:23](=[O:22])[N:12]([C:13]2[CH:18]=[CH:17][C:16]([CH3:19])=[CH:15][N:14]=2)[CH:26]([C:28]2[CH:29]=[CH:30][C:31]([CH:34]([CH3:35])[CH3:36])=[CH:32][CH:33]=2)[C:25]=1[C:8](=[O:9])[C:7]1[CH:6]=[CH:5][C:4]([CH:1]([CH3:3])[CH3:2])=[CH:11][CH:10]=1. Given the reactants [CH:1]([C:4]1[CH:11]=[CH:10][C:7]([CH:8]=[O:9])=[CH:6][CH:5]=1)([CH3:3])[CH3:2].[NH2:12][C:13]1[CH:18]=[CH:17][C:16]([CH3:19])=[CH:15][N:14]=1.C([O:22][C:23](=O)[C:24]([OH:37])=[CH:25][C:26]([C:28]1[CH:33]=[CH:32][C:31]([CH:34]([CH3:36])[CH3:35])=[CH:30][CH:29]=1)=O)C, predict the reaction product.